Dataset: Reaction yield outcomes from USPTO patents with 853,638 reactions. Task: Predict the reaction yield, written as a fraction of the theoretical maximum amount of product (1.0 means a 100% yield; for example, 0.34 means a 34% yield). (1) The reactants are [Cl:1][C:2]1[CH:7]=[C:6]([Cl:8])[CH:5]=[CH:4][C:3]=1[C:9]1[N:10]=[C:11](/[CH:15]=[CH:16]/[C:17]2[CH:22]=[CH:21][C:20]([C:23]3[CH:28]=[CH:27][C:26]([O:29][CH3:30])=[CH:25][CH:24]=3)=[CH:19][CH:18]=2)[N:12]([CH3:14])[CH:13]=1.C1(O)C=CC=CC=1.BrC[C:40]([O:42]C)=[O:41]. No catalyst specified. The product is [Cl:1][C:2]1[CH:7]=[C:6]([Cl:8])[CH:5]=[CH:4][C:3]=1[C:9]1[N:10]=[C:11](/[CH:15]=[CH:16]/[C:17]2[CH:22]=[CH:21][C:20]([C:23]3[CH:24]=[CH:25][C:26]([O:29][CH2:30][C:40]([OH:42])=[O:41])=[CH:27][CH:28]=3)=[CH:19][CH:18]=2)[N:12]([CH3:14])[CH:13]=1. The yield is 0.610. (2) The reactants are [C:1]1([CH2:7]C(N)=O)[CH:6]=[CH:5][CH:4]=[CH:3][CH:2]=1.C(=O)C=CC1C=CC=CC=1.C1([CH2:27][CH:28]([NH:39][C:40](=[O:48])[CH2:41][C:42]2[CH:47]=[CH:46][CH:45]=[CH:44][CH:43]=2)[NH:29][C:30](=[O:38])[CH2:31][C:32]2[CH:37]=[CH:36][CH:35]=[CH:34][CH:33]=2)C=CC=CC=1. No catalyst specified. The product is [C:1]1(/[CH:7]=[CH:27]/[CH:28]([NH:39][C:40](=[O:48])[CH2:41][C:42]2[CH:47]=[CH:46][CH:45]=[CH:44][CH:43]=2)[NH:29][C:30](=[O:38])[CH2:31][C:32]2[CH:33]=[CH:34][CH:35]=[CH:36][CH:37]=2)[CH:6]=[CH:5][CH:4]=[CH:3][CH:2]=1. The yield is 0.880. (3) The reactants are [O:1]=[C:2]1[N:7]2[N:8]=[CH:9][C:10]([C:11]#[N:12])=[C:6]2[NH:5][C:4]([C:13]2[CH:18]=[CH:17][CH:16]=[CH:15][CH:14]=2)=[CH:3]1.C1C(=O)N([Br:26])C(=O)C1. The catalyst is CN(C=O)C.O. The product is [Br:26][C:3]1[C:2](=[O:1])[N:7]2[N:8]=[CH:9][C:10]([C:11]#[N:12])=[C:6]2[NH:5][C:4]=1[C:13]1[CH:18]=[CH:17][CH:16]=[CH:15][CH:14]=1. The yield is 0.520. (4) The reactants are [ClH:1].[CH2:2]([C:6]1[N:7]=[C:8]([NH2:11])[NH:9][CH:10]=1)[CH2:3][C:4]#[CH:5].[N:12]([CH2:15][C:16]1[O:17][CH:18]=[CH:19][CH:20]=1)=[N+:13]=[N-:14]. No catalyst specified. The product is [ClH:1].[O:17]1[CH:18]=[CH:19][CH:20]=[C:16]1[CH2:15][N:12]1[CH:5]=[C:4]([CH2:3][CH2:2][C:6]2[N:7]=[C:8]([NH2:11])[NH:9][CH:10]=2)[N:14]=[N:13]1. The yield is 0.720. (5) The reactants are [C:1]1([C:7]2[CH:12]=[CH:11][C:10]([O:13][C:14](=[O:33])[N:15]([CH3:32])[C@H:16]3[C:19](=[O:20])[N:18](C([Si](C)(C)C)[Si](C)(C)C)[C:17]3([CH3:31])[CH3:30])=[CH:9][CH:8]=2)[CH:6]=[CH:5][CH:4]=[CH:3][CH:2]=1.O=[N+]([O-])[O-].[O-][N+](=O)[O-].[O-][N+](=O)[O-].[O-][N+](=O)[O-].[O-][N+](=O)[O-].[O-][N+](=O)[O-].[Ce+4].[NH4+].[NH4+].CC(C)=O.C([O-])(O)=O.[Na+]. The catalyst is CC#N.O.CCOC(C)=O. The product is [C:1]1([C:7]2[CH:12]=[CH:11][C:10]([O:13][C:14](=[O:33])[N:15]([CH3:32])[C@H:16]3[C:19](=[O:20])[NH:18][C:17]3([CH3:30])[CH3:31])=[CH:9][CH:8]=2)[CH:2]=[CH:3][CH:4]=[CH:5][CH:6]=1. The yield is 0.220.